Task: Predict the reaction yield, written as a fraction of the theoretical maximum amount of product (1.0 means a 100% yield; for example, 0.34 means a 34% yield).. Dataset: Reaction yield outcomes from USPTO patents with 853,638 reactions (1) The reactants are [NH2:1][C:2]1[C:11]2[C:6](=[C:7](Br)[CH:8]=[CH:9][CH:10]=2)[N:5]=[N:4][C:3]=1[C:13]([NH:15][CH2:16][CH3:17])=[O:14].[CH3:18][O:19][C:20]1[CH:25]=[CH:24][C:23]([O:26][CH3:27])=[CH:22][C:21]=1B(O)O. No catalyst specified. The yield is 0.540. The product is [NH2:1][C:2]1[C:11]2[C:6](=[C:7]([C:24]3[CH:25]=[C:20]([O:19][CH3:18])[CH:21]=[CH:22][C:23]=3[O:26][CH3:27])[CH:8]=[CH:9][CH:10]=2)[N:5]=[N:4][C:3]=1[C:13]([NH:15][CH2:16][CH3:17])=[O:14]. (2) The reactants are [NH2:1][C:2]1[C:3]([F:23])=[CH:4][C:5]([Cl:22])=[C:6]([C:8]2[C:9](=[O:21])[N:10]([CH2:19][CH3:20])[C:11]3[C:16]([CH:17]=2)=[CH:15][N:14]=[C:13]([Cl:18])[CH:12]=3)[CH:7]=1.C([O-])(O)=O.[Na+].Cl[C:30]([O:32][C:33]([CH3:35])=[CH2:34])=[O:31]. The catalyst is CCOC(C)=O. The product is [Cl:22][C:5]1[C:6]([C:8]2[C:9](=[O:21])[N:10]([CH2:19][CH3:20])[C:11]3[C:16]([CH:17]=2)=[CH:15][N:14]=[C:13]([Cl:18])[CH:12]=3)=[CH:7][C:2]([NH:1][C:30](=[O:31])[O:32][C:33]([CH3:35])=[CH2:34])=[C:3]([F:23])[CH:4]=1. The yield is 0.940. (3) The reactants are [Br:1][C:2]1[CH:3]=[C:4]2[C:8](=[C:9]([C:11]([O:13][CH3:14])=[O:12])[CH:10]=1)[NH:7][CH2:6][CH2:5]2. The catalyst is O1CCCC1.[O-2].[O-2].[Mn+4]. The product is [Br:1][C:2]1[CH:3]=[C:4]2[C:8](=[C:9]([C:11]([O:13][CH3:14])=[O:12])[CH:10]=1)[NH:7][CH:6]=[CH:5]2. The yield is 0.800. (4) The reactants are Cl[C:2]1[N:7]=[C:6]([C:8]2([S:21]([CH2:24][CH3:25])(=[O:23])=[O:22])[CH2:13][CH2:12][N:11](C(OC(C)(C)C)=O)[CH2:10][CH2:9]2)[CH:5]=[C:4]([N:26]2[CH2:31][CH2:30][O:29][CH2:28][C@H:27]2[CH3:32])[N:3]=1.C(=O)([O-])[O-].[Na+].[Na+].[NH:39]1[C:47]2[C:42](=[C:43](B(O)O)[CH:44]=[CH:45][CH:46]=2)[CH:41]=[CH:40]1. The catalyst is COCCOC.O.Cl[Pd](Cl)([P](C1C=CC=CC=1)(C1C=CC=CC=1)C1C=CC=CC=1)[P](C1C=CC=CC=1)(C1C=CC=CC=1)C1C=CC=CC=1. The product is [CH2:24]([S:21]([C:8]1([C:6]2[CH:5]=[C:4]([N:26]3[CH2:31][CH2:30][O:29][CH2:28][C@H:27]3[CH3:32])[N:3]=[C:2]([C:43]3[CH:44]=[CH:45][CH:46]=[C:47]4[C:42]=3[CH:41]=[CH:40][NH:39]4)[N:7]=2)[CH2:13][CH2:12][NH:11][CH2:10][CH2:9]1)(=[O:22])=[O:23])[CH3:25]. The yield is 0.620. (5) The reactants are [F:1][C:2]1[CH:3]=[CH:4][C:5]([O:20][CH3:21])=[C:6]([C:8]([CH3:19])([CH3:18])[CH2:9][C:10]([C:14]([F:17])([F:16])[F:15])([OH:13])CO)[CH:7]=1.I([O-])(=O)(=O)=O.[Na+]. The catalyst is CO.CCOCC. The product is [F:17][C:14]([F:15])([F:16])[C:10](=[O:13])[CH2:9][C:8]([C:6]1[CH:7]=[C:2]([F:1])[CH:3]=[CH:4][C:5]=1[O:20][CH3:21])([CH3:19])[CH3:18]. The yield is 0.870. (6) The reactants are [F:1][C:2]([F:15])([F:14])[O:3][C:4]1[CH:13]=[CH:12][C:7]2[N:8]=[C:9]([NH2:11])[S:10][C:6]=2[CH:5]=1.[F:16][C:17]1[CH:18]=[C:19]([CH:23]=[CH:24][C:25]=1[F:26])[C:20](Cl)=[O:21].Br[CH:28]([CH2:33][CH3:34])[C:29]([O:31]C)=[O:30].COC1C=CC2N=C(N)SC=2C=1.ClC1C=C(C=CC=1)C(Cl)=O.BrCC(OCC)=O. No catalyst specified. The product is [F:16][C:17]1[CH:18]=[C:19]([CH:23]=[CH:24][C:25]=1[F:26])[C:20]([N:11]=[C:9]1[N:8]([CH:28]([CH2:33][CH3:34])[C:29]([OH:31])=[O:30])[C:7]2[CH:12]=[CH:13][C:4]([O:3][C:2]([F:1])([F:14])[F:15])=[CH:5][C:6]=2[S:10]1)=[O:21]. The yield is 0.180.